Dataset: Forward reaction prediction with 1.9M reactions from USPTO patents (1976-2016). Task: Predict the product of the given reaction. Given the reactants [C:1](Cl)(=[O:3])[CH3:2].[CH3:5][C:6]1([CH3:19])[C:15]2[C:10](=[CH:11][C:12]([CH3:16])=[CH:13][CH:14]=2)[C:9]([CH3:18])([CH3:17])[CH2:8][CH2:7]1.[Al+3].[Cl-].[Cl-].[Cl-].Cl, predict the reaction product. The product is: [CH3:16][C:12]1[C:13]([C:1](=[O:3])[CH3:2])=[CH:14][C:15]2[C:6]([CH3:19])([CH3:5])[CH2:7][CH2:8][C:9]([CH3:18])([CH3:17])[C:10]=2[CH:11]=1.